Dataset: Forward reaction prediction with 1.9M reactions from USPTO patents (1976-2016). Task: Predict the product of the given reaction. Given the reactants C([NH:5][S:6]([C:9]1[S:10][C:11]([C:14]2[N:15]=[C:16]([C:19]3[CH:24]=[C:23]([C:25]4[CH:30]=[CH:29][C:28]([C:31]([F:34])([F:33])[F:32])=[CH:27][CH:26]=4)[CH:22]=[C:21]([CH3:35])[N:20]=3)[S:17][CH:18]=2)=[CH:12][CH:13]=1)(=[O:8])=[O:7])(C)(C)C, predict the reaction product. The product is: [CH3:35][C:21]1[N:20]=[C:19]([C:16]2[S:17][CH:18]=[C:14]([C:11]3[S:10][C:9]([S:6]([NH2:5])(=[O:8])=[O:7])=[CH:13][CH:12]=3)[N:15]=2)[CH:24]=[C:23]([C:25]2[CH:30]=[CH:29][C:28]([C:31]([F:34])([F:32])[F:33])=[CH:27][CH:26]=2)[CH:22]=1.